This data is from Catalyst prediction with 721,799 reactions and 888 catalyst types from USPTO. The task is: Predict which catalyst facilitates the given reaction. (1) Reactant: [Cl:1][C:2]1[CH:7]=[C:6]2[NH:8][C:9](=[O:34])[C:10]3([CH:15]([C:16]4[CH:21]=[CH:20][CH:19]=[C:18]([Cl:22])[CH:17]=4)[CH2:14][C:13](=[S:23])[NH:12][CH:11]3[C:24]3[CH:29]=[CH:28][CH:27]=[CH:26][C:25]=3[C:30]([F:33])([F:32])[F:31])[C:5]2=[CH:4][CH:3]=1.I[CH3:36]. Product: [Cl:1][C:2]1[CH:7]=[C:6]2[NH:8][C:9](=[O:34])[C@:10]3([CH:15]([C:16]4[CH:21]=[CH:20][CH:19]=[C:18]([Cl:22])[CH:17]=4)[CH2:14][C:13]([S:23][CH3:36])=[N:12][C@H:11]3[C:24]3[CH:29]=[CH:28][CH:27]=[CH:26][C:25]=3[C:30]([F:33])([F:32])[F:31])[C:5]2=[CH:4][CH:3]=1. The catalyst class is: 68. (2) The catalyst class is: 3. Product: [Cl:24][C:10]1[C:9]2[C:14](=[CH:15][C:6]3[CH:5]=[C:4]([O:20][CH3:21])[C:3]([O:2][CH3:1])=[CH:19][C:7]=3[CH:8]=2)[N:13]=[CH:12][C:11]=1[C:16]#[N:17]. Reactant: [CH3:1][O:2][C:3]1[C:4]([O:20][CH3:21])=[CH:5][C:6]2[CH:15]=[C:14]3[C:9]([C:10](=O)[C:11]([C:16]#[N:17])=[CH:12][NH:13]3)=[CH:8][C:7]=2[CH:19]=1.P(Cl)(Cl)([Cl:24])=O. (3) Reactant: O.[OH-].[Li+].[CH:4]1([C@H:10]([NH:15][C:16]([C:18]2[C:27]([NH:28][C:29](=[O:40])[CH2:30][C:31]3[C:36]([Cl:37])=[CH:35][CH:34]=[C:33]([Cl:38])[C:32]=3[Cl:39])=[CH:26][C:25]3[C:20](=[CH:21][CH:22]=[CH:23][CH:24]=3)[CH:19]=2)=[O:17])[C:11]([O:13]C)=[O:12])[CH2:9][CH2:8][CH2:7][CH2:6][CH2:5]1.CO.Cl. Product: [CH:4]1([C@H:10]([NH:15][C:16]([C:18]2[C:27]([NH:28][C:29](=[O:40])[CH2:30][C:31]3[C:36]([Cl:37])=[CH:35][CH:34]=[C:33]([Cl:38])[C:32]=3[Cl:39])=[CH:26][C:25]3[C:20](=[CH:21][CH:22]=[CH:23][CH:24]=3)[CH:19]=2)=[O:17])[C:11]([OH:13])=[O:12])[CH2:9][CH2:8][CH2:7][CH2:6][CH2:5]1. The catalyst class is: 20. (4) Reactant: [Cl:1][C:2]1[CH:3]=[C:4]([N:19]2[C:24](=[O:25])[NH:23][C:22](=[O:26])[CH:21]=[N:20]2)[CH:5]=[C:6]([Cl:18])[C:7]=1[O:8][C:9]1[CH:14]=[CH:13][C:12]([O:15][CH3:16])=[C:11]([NH2:17])[CH:10]=1.[F:27][C:28]1[CH:33]=[CH:32][C:31]([S:34](Cl)(=[O:36])=[O:35])=[CH:30][CH:29]=1.O. Product: [Cl:18][C:6]1[CH:5]=[C:4]([N:19]2[C:24](=[O:25])[NH:23][C:22](=[O:26])[CH:21]=[N:20]2)[CH:3]=[C:2]([Cl:1])[C:7]=1[O:8][C:9]1[CH:14]=[CH:13][C:12]([O:15][CH3:16])=[C:11]([NH:17][S:34]([C:31]2[CH:32]=[CH:33][C:28]([F:27])=[CH:29][CH:30]=2)(=[O:36])=[O:35])[CH:10]=1. The catalyst class is: 17. (5) Reactant: Cl[C:2]1[N:7]=[N:6][C:5]([C:8]([O:10][CH3:11])=[O:9])=[CH:4][CH:3]=1.[F:12][C:13]([F:29])([F:28])[C:14]1[CH:27]=[CH:26][CH:25]=[CH:24][C:15]=1[C:16]([N:18]1[CH2:23][CH2:22][NH:21][CH2:20][CH2:19]1)=[O:17].C(=O)([O-])[O-].[K+].[K+]. Product: [F:29][C:13]([F:12])([F:28])[C:14]1[CH:27]=[CH:26][CH:25]=[CH:24][C:15]=1[C:16]([N:18]1[CH2:19][CH2:20][N:21]([C:2]2[N:7]=[N:6][C:5]([C:8]([O:10][CH3:11])=[O:9])=[CH:4][CH:3]=2)[CH2:22][CH2:23]1)=[O:17]. The catalyst class is: 12. (6) Reactant: [CH3:1][O:2][C:3]1[CH:8]=[CH:7][CH:6]=[CH:5][C:4]=1[N:9]1[CH2:14][CH2:13][C:12]([CH2:23][OH:24])([C:15]2[CH:20]=[CH:19][CH:18]=[C:17]([O:21][CH3:22])[CH:16]=2)[CH2:11][CH2:10]1.[CH2:25]([N:32]=[C:33]=[O:34])[C:26]1[CH:31]=[CH:30][CH:29]=[CH:28][CH:27]=1. Product: [CH2:25]([NH:32][C:33](=[O:34])[O:24][CH2:23][C:12]1([C:15]2[CH:20]=[CH:19][CH:18]=[C:17]([O:21][CH3:22])[CH:16]=2)[CH2:13][CH2:14][N:9]([C:4]2[CH:5]=[CH:6][CH:7]=[CH:8][C:3]=2[O:2][CH3:1])[CH2:10][CH2:11]1)[C:26]1[CH:31]=[CH:30][CH:29]=[CH:28][CH:27]=1. The catalyst class is: 334. (7) Reactant: C(C1C=C([NH:10][C:11]([NH:13][C:14]2[CH:19]=[CH:18][CH:17]=[C:16]([Cl:20])[CH:15]=2)=[O:12])N(C2C=CC=C(CO[Si](C(C)(C)C)(C)C)C=2)N=1)(C)(C)C.CCCC[N+](CCCC)(CCCC)CCCC.[F-]. Product: [Cl:20][C:16]1[CH:15]=[C:14]([NH:13][C:11](=[O:12])[NH2:10])[CH:19]=[CH:18][CH:17]=1. The catalyst class is: 1.